The task is: Predict which catalyst facilitates the given reaction.. This data is from Catalyst prediction with 721,799 reactions and 888 catalyst types from USPTO. (1) Reactant: [F:1][C:2]1[CH:7]=[C:6]([C:8]([F:11])([F:10])[F:9])[CH:5]=[CH:4][C:3]=1B(O)O.[Cl:15][C:16]1[CH:21]=[C:20](Cl)[N:19]=[CH:18][N:17]=1.C(=O)([O-])[O-].[K+].[K+].O. Product: [Cl:15][C:16]1[CH:21]=[C:20]([C:3]2[CH:4]=[CH:5][C:6]([C:8]([F:11])([F:10])[F:9])=[CH:7][C:2]=2[F:1])[N:19]=[CH:18][N:17]=1. The catalyst class is: 75. (2) Reactant: C(O[CH:5]([C:24]1(Br)[C:30](=[O:31])[N:29]2[C@@H:25]1[S:26][CH:27]=[C:28]2[C:32]([O:34]CC1C=CC([N+]([O-])=O)=CC=1)=[O:33])[C:6]1[N:23]=[C:9]2[N:10]=[CH:11][C:12]3[CH2:17][N:16]([C:18]([O:20][CH2:21][CH3:22])=[O:19])[CH2:15][CH2:14][C:13]=3[N:8]2[N:7]=1)(=O)C.C(#N)C. The catalyst class is: 123. Product: [CH2:21]([O:20][C:18]([N:16]1[CH2:15][CH2:14][C:13]2[N:8]3[N:7]=[C:6]([CH:5]=[C:24]4[C:30](=[O:31])[N:29]5[CH:25]4[S:26][CH:27]=[C:28]5[C:32]([OH:34])=[O:33])[N:23]=[C:9]3[N:10]=[CH:11][C:12]=2[CH2:17]1)=[O:19])[CH3:22]. (3) Reactant: C([O:3][C:4]([CH:6]1[CH2:11][CH2:10][N:9]([CH2:12][C:13](=[O:40])[N:14]2[C:22]3[C:17](=[CH:18][C:19]([O:23][CH2:24][C:25]4[S:26][C:27]([C:36]([F:39])([F:38])[F:37])=[C:28]([C:30]5[CH:35]=[CH:34][CH:33]=[CH:32][CH:31]=5)[CH:29]=4)=[CH:20][CH:21]=3)[CH2:16][CH2:15]2)[CH2:8][CH2:7]1)=[O:5])C.O.Cl.CO.C(Cl)(Cl)Cl. Product: [O:40]=[C:13]([N:14]1[C:22]2[C:17](=[CH:18][C:19]([O:23][CH2:24][C:25]3[S:26][C:27]([C:36]([F:39])([F:38])[F:37])=[C:28]([C:30]4[CH:31]=[CH:32][CH:33]=[CH:34][CH:35]=4)[CH:29]=3)=[CH:20][CH:21]=2)[CH2:16][CH2:15]1)[CH2:12][N:9]1[CH2:8][CH2:7][CH:6]([C:4]([OH:5])=[O:3])[CH2:11][CH2:10]1. The catalyst class is: 702. (4) Reactant: [I:1][C:2]1[CH:7]=[CH:6][N:5]=[C:4]([N:8]2[C:16]3[CH2:15][CH2:14][CH2:13][CH2:12][C:11]=3[C:10]([C:17]([OH:19])=O)=[N:9]2)[CH:3]=1.[Cl-].[NH4+].C([N:25](CC)C(C)C)(C)C.CN(C(ON1N=NC2C=CC=NC1=2)=[N+](C)C)C.F[P-](F)(F)(F)(F)F.C(=O)(O)[O-].[Na+]. Product: [I:1][C:2]1[CH:7]=[CH:6][N:5]=[C:4]([N:8]2[C:16]3[CH2:15][CH2:14][CH2:13][CH2:12][C:11]=3[C:10]([C:17]([NH2:25])=[O:19])=[N:9]2)[CH:3]=1. The catalyst class is: 7.